From a dataset of Peptide-MHC class I binding affinity with 185,985 pairs from IEDB/IMGT. Regression. Given a peptide amino acid sequence and an MHC pseudo amino acid sequence, predict their binding affinity value. This is MHC class I binding data. The peptide sequence is PSTEDLVNLL. The MHC is Patr-B0101 with pseudo-sequence Patr-B0101. The binding affinity (normalized) is 0.